This data is from Full USPTO retrosynthesis dataset with 1.9M reactions from patents (1976-2016). The task is: Predict the reactants needed to synthesize the given product. (1) The reactants are: [O:1]1[C:5]2[CH:6]=[CH:7][C:8]([CH2:10][CH2:11][CH2:12][C:13](=[O:15])[CH3:14])=[CH:9][C:4]=2[O:3][CH2:2]1.[C:16](OCC)(=[O:22])[C:17]([O:19][CH2:20][CH3:21])=[O:18].[O-]CC.[Na+].Cl. Given the product [O:1]1[C:5]2[CH:6]=[CH:7][C:8]([CH2:10][CH2:11][CH2:12][C:13](=[O:15])[CH2:14][C:16](=[O:22])[C:17]([O:19][CH2:20][CH3:21])=[O:18])=[CH:9][C:4]=2[O:3][CH2:2]1, predict the reactants needed to synthesize it. (2) Given the product [Br:34][C:32]1[CH:31]=[CH:30][C:29]2[CH:24]([CH2:23][CH2:22][N:14]3[CH2:13][CH:12]=[C:11]([C:6]4[C:5]5[C:9](=[CH:10][C:2]([F:1])=[CH:3][CH:4]=5)[NH:8][CH:7]=4)[CH2:16][CH2:15]3)[O:25][CH2:26][CH2:27][C:28]=2[CH:33]=1, predict the reactants needed to synthesize it. The reactants are: [F:1][C:2]1[CH:10]=[C:9]2[C:5]([C:6]([C:11]3[CH2:12][CH2:13][NH:14][CH2:15][CH:16]=3)=[CH:7][NH:8]2)=[CH:4][CH:3]=1.CS(O[CH2:22][CH2:23][CH:24]1[C:29]2[CH:30]=[CH:31][C:32]([Br:34])=[CH:33][C:28]=2[CH2:27][CH2:26][O:25]1)(=O)=O.C(=O)([O-])[O-].[K+].[K+].[I-].[K+]. (3) Given the product [O:36]1[CH2:35][CH2:34][O:37][CH:8]1[N:11]1[CH:15]([C:16]2[CH:17]=[CH:18][CH:19]=[CH:20][CH:21]=2)[C:14]([C:22](=[O:31])[C:23]2[CH:24]=[CH:25][C:26]([O:29][CH3:30])=[CH:27][CH:28]=2)=[C:13]([OH:32])[C:12]1=[O:33], predict the reactants needed to synthesize it. The reactants are: CO.C(C1C=C[C:8]([N:11]2[CH:15]([C:16]3[CH:21]=[CH:20][CH:19]=[CH:18][CH:17]=3)[C:14]([C:22](=[O:31])[C:23]3[CH:28]=[CH:27][C:26]([O:29][CH3:30])=[CH:25][CH:24]=3)=[C:13]([OH:32])[C:12]2=[O:33])=CC=1)=O.[CH2:34]([OH:37])[CH2:35][OH:36].O.C1(C)C=CC(S(O)(=O)=O)=CC=1. (4) Given the product [NH:27]1[C:1]([C:3]2[CH:4]=[C:5]([CH:24]=[CH:25][CH:26]=2)[O:6][C:7]2[C:12]([O:13][CH2:14][CH2:15][CH2:16][C:17]3[CH:22]=[CH:21][N:20]=[CH:19][C:18]=3[OH:23])=[CH:11][CH:10]=[CH:9][N:8]=2)=[N:2][N:29]=[N:28]1, predict the reactants needed to synthesize it. The reactants are: [C:1]([C:3]1[CH:4]=[C:5]([CH:24]=[CH:25][CH:26]=1)[O:6][C:7]1[C:12]([O:13][CH2:14][CH2:15][CH2:16][C:17]2[CH:22]=[CH:21][N:20]=[CH:19][C:18]=2[OH:23])=[CH:11][CH:10]=[CH:9][N:8]=1)#[N:2].[N-:27]=[N+:28]=[N-:29].[Na+].[Cl-].[NH4+]. (5) Given the product [CH3:1][CH2:2][CH2:3][S:4]([NH:7][C:8]1[CH:9]=[CH:10][C:11]([F:33])=[C:12]([C:15]([C:17]2[C:21]3[CH:22]=[C:23]([C:26]4[CH:27]=[CH:28][C:29]([Cl:32])=[CH:30][CH:31]=4)[CH:24]=[N:25][C:20]=3[NH:19][CH:18]=2)=[O:16])[C:13]=1[F:14])(=[O:6])=[O:5].[OH:35][CH2:36][CH2:37][N+:38]([CH3:41])([CH3:40])[CH3:39], predict the reactants needed to synthesize it. The reactants are: [CH3:1][CH2:2][CH2:3][S:4]([NH:7][C:8]1[CH:9]=[CH:10][C:11]([F:33])=[C:12]([C:15]([C:17]2[C:21]3[CH:22]=[C:23]([C:26]4[CH:27]=[CH:28][C:29]([Cl:32])=[CH:30][CH:31]=4)[CH:24]=[N:25][C:20]=3[NH:19][CH:18]=2)=[O:16])[C:13]=1[F:14])(=[O:6])=[O:5].[OH-].[OH:35][CH2:36][CH2:37][N+:38]([CH3:41])([CH3:40])[CH3:39].CO.C(O)C. (6) Given the product [NH3:4].[C:31]([C:29]1[O:28][N:27]=[C:26]([NH:25][C:24]([N:14]2[CH2:15][CH2:16][N:11]([CH2:10][C@@H:6]3[CH2:7][CH2:8][CH2:9][N:4]([CH:1]4[CH2:3][CH2:2]4)[CH2:5]3)[CH2:12][CH2:13]2)=[O:23])[CH:30]=1)([CH3:34])([CH3:32])[CH3:33], predict the reactants needed to synthesize it. The reactants are: [CH:1]1([N:4]2[CH2:9][CH2:8][CH2:7][C@@H:6]([CH2:10][N:11]3[CH2:16][CH2:15][NH:14][CH2:13][CH2:12]3)[CH2:5]2)[CH2:3][CH2:2]1.C1([O:23][C:24](=O)[NH:25][C:26]2[CH:30]=[C:29]([C:31]([CH3:34])([CH3:33])[CH3:32])[O:28][N:27]=2)C=CC=CC=1.C(N(CC)CC)C. (7) Given the product [ClH:40].[OH:1][C@@H:2]([CH2:18][N:19]([C:24]1[CH:25]=[CH:26][C:27]([O:30][C:31]2[CH:36]=[CH:35][C:34]([C:37](=[O:39])[NH2:38])=[CH:33][CH:32]=2)=[CH:28][CH:29]=1)[CH2:20][CH:21]([CH3:23])[CH3:22])[CH2:3][O:4][C:5]1[C:17]2[C:16]3[C:11](=[CH:12][CH:13]=[CH:14][CH:15]=3)[NH:10][C:9]=2[CH:8]=[CH:7][CH:6]=1, predict the reactants needed to synthesize it. The reactants are: [OH:1][C@@H:2]([CH2:18][N:19]([C:24]1[CH:29]=[CH:28][C:27]([O:30][C:31]2[CH:36]=[CH:35][C:34]([C:37](=[O:39])[NH2:38])=[CH:33][CH:32]=2)=[CH:26][CH:25]=1)[CH2:20][CH:21]([CH3:23])[CH3:22])[CH2:3][O:4][C:5]1[C:17]2[C:16]3[C:11](=[CH:12][CH:13]=[CH:14][CH:15]=3)[NH:10][C:9]=2[CH:8]=[CH:7][CH:6]=1.[ClH:40].C(OCC)(=O)C. (8) The reactants are: Cl[Si](Cl)(Cl)[Si](Cl)(Cl)Cl.[CH3:9][N-:10][CH3:11].[Li+].CC[C@@H]([C@H](N1N=NC([C@@H](N)CO)=C1)C(N1CCN(C2N=C(NCCOCCOCCOCC#C)N=C(N3CCN(C([C@@H](N4N=NC([C@@H](N)CO)=C4)[C@H](CC)C)=O)CC3)N=2)CC1)=O)C.Cl.[CH3:77][N:78]([Si:80]([N:92]([CH3:94])[CH3:93])([N:89]([CH3:91])[CH3:90])[Si:81]([N:86]([CH3:88])[CH3:87])([N:83]([CH3:85])[CH3:84])Cl)[CH3:79]. Given the product [CH3:9][N:10]([Si:81]([N:86]([CH3:88])[CH3:87])([N:83]([CH3:85])[CH3:84])[Si:80]([N:89]([CH3:91])[CH3:90])([N:92]([CH3:93])[CH3:94])[N:78]([CH3:77])[CH3:79])[CH3:11], predict the reactants needed to synthesize it.